From a dataset of Acute oral toxicity (LD50) regression data from Zhu et al.. Regression/Classification. Given a drug SMILES string, predict its toxicity properties. Task type varies by dataset: regression for continuous values (e.g., LD50, hERG inhibition percentage) or binary classification for toxic/non-toxic outcomes (e.g., AMES mutagenicity, cardiotoxicity, hepatotoxicity). Dataset: ld50_zhu. (1) The drug is CNC(=O)OC1CC(C)CCC1C(C)C. The rat oral LD50 is 2.93, given as -log10 of the dose in mol/kg body weight (higher means more acutely toxic). (2) The drug is OC(c1ccc(F)cc1)(c1cncnc1)c1ccccc1Cl. The rat oral LD50 is 2.40, given as -log10 of the dose in mol/kg body weight (higher means more acutely toxic). (3) The drug is C1=Nc2ccccc2Oc2ccccc21. The rat oral LD50 is 2.54, given as -log10 of the dose in mol/kg body weight (higher means more acutely toxic). (4) The drug is CC(C)=CC1C(C(=O)OCc2cc3c(cc2Cl)OCO3)C1(C)C. The rat oral LD50 is 1.35, given as -log10 of the dose in mol/kg body weight (higher means more acutely toxic). (5) The compound is C=C[Si](OCCOC)(OCCOC)OCCOC. The rat oral LD50 is 1.98, given as -log10 of the dose in mol/kg body weight (higher means more acutely toxic). (6) The compound is CCC(C)=NCCCCCCN=C(C)CC. The rat oral LD50 is 2.40, given as -log10 of the dose in mol/kg body weight (higher means more acutely toxic). (7) The compound is Clc1c(Cl)c(Cl)c2nccnc2c1Cl. The rat oral LD50 is 1.62, given as -log10 of the dose in mol/kg body weight (higher means more acutely toxic).